Dataset: Full USPTO retrosynthesis dataset with 1.9M reactions from patents (1976-2016). Task: Predict the reactants needed to synthesize the given product. (1) Given the product [C:1]([O:5][C:6]([N:8]([CH2:21][CH:22]1[CH2:23][CH2:24]1)[C@@H:9]1[CH2:11][C@H:10]1[C:12]1[S:16][CH:15]=[C:14]([C:17]([OH:19])=[O:18])[CH:13]=1)=[O:7])([CH3:4])([CH3:2])[CH3:3], predict the reactants needed to synthesize it. The reactants are: [C:1]([O:5][C:6]([N:8]([CH2:21][CH:22]1[CH2:24][CH2:23]1)[C@@H:9]1[CH2:11][C@H:10]1[C:12]1[S:16][CH:15]=[C:14]([C:17]([O:19]C)=[O:18])[CH:13]=1)=[O:7])([CH3:4])([CH3:3])[CH3:2].[OH-].[Na+].Cl. (2) The reactants are: Cl[C:2]1[CH:7]=[C:6]([CH:8]2[CH2:12][CH2:11][CH2:10][CH2:9]2)[N:5]=[C:4]([NH2:13])[N:3]=1.[CH3:14][C:15]1([NH:20]C(=O)C)[CH2:19][CH2:18][NH:17][CH2:16]1.CCN(C(C)C)C(C)C. Given the product [NH3:3].[NH2:20][C:15]1([CH3:14])[CH2:19][CH2:18][N:17]([C:2]2[CH:7]=[C:6]([CH:8]3[CH2:12][CH2:11][CH2:10][CH2:9]3)[N:5]=[C:4]([NH2:13])[N:3]=2)[CH2:16]1, predict the reactants needed to synthesize it.